Dataset: Catalyst prediction with 721,799 reactions and 888 catalyst types from USPTO. Task: Predict which catalyst facilitates the given reaction. (1) Reactant: C(N1CCN(C2N=C(Br)C=C3C=CSC=23)CC1)C.[CH2:19]([N:21]1[CH2:26][CH2:25][N:24]([C:27]2[N:28]=[C:29]([C:36]3[CH:41]=[CH:40][C:39]([S:42]([CH2:45][CH2:46][CH3:47])(=[O:44])=[O:43])=[CH:38][CH:37]=3)[CH:30]=[C:31]3[CH:35]=[CH:34][S:33][C:32]=23)[CH2:23][CH2:22]1)[CH3:20].[ClH:48]. Product: [ClH:48].[ClH:48].[CH2:19]([N:21]1[CH2:26][CH2:25][N:24]([C:27]2[N:28]=[C:29]([C:36]3[CH:37]=[CH:38][C:39]([S:42]([CH2:45][CH2:46][CH3:47])(=[O:44])=[O:43])=[CH:40][CH:41]=3)[CH:30]=[C:31]3[CH:35]=[CH:34][S:33][C:32]=23)[CH2:23][CH2:22]1)[CH3:20]. The catalyst class is: 13. (2) Reactant: [C:1]([O:4][CH2:5][C:6]1[C:11](B2OC(C)(C)C(C)(C)O2)=[CH:10][C:9]([F:21])=[CH:8][C:7]=1[N:22]1[CH2:27][CH2:26][N:25]2[C:28]3[CH2:33][C:32]([CH3:35])([CH3:34])[CH2:31][C:29]=3[CH:30]=[C:24]2[C:23]1=[O:36])(=[O:3])[CH3:2].Cl[C:38]1[CH:43]=[CH:42][N:41]=[C:40]2[NH:44][C:45]([C:47]3[CH:48]=[N:49][N:50]([CH3:52])[CH:51]=3)=[N:46][C:39]=12.CC([O-])=O.[Na+].[O-]P([O-])([O-])=O.[K+].[K+].[K+]. The catalyst class is: 47. Product: [C:1]([O:4][CH2:5][C:6]1[C:11]([C:38]2[CH:43]=[CH:42][N:41]=[C:40]3[NH:44][C:45]([C:47]4[CH:48]=[N:49][N:50]([CH3:52])[CH:51]=4)=[N:46][C:39]=23)=[CH:10][C:9]([F:21])=[CH:8][C:7]=1[N:22]1[CH2:27][CH2:26][N:25]2[C:28]3[CH2:33][C:32]([CH3:35])([CH3:34])[CH2:31][C:29]=3[CH:30]=[C:24]2[C:23]1=[O:36])(=[O:3])[CH3:2]. (3) Reactant: [Cl:1][C:2]1[C:3]([CH:16]=O)=[N:4][CH:5]=[C:6]([N:8]2[CH2:12][CH2:11][CH2:10][CH:9]2[CH2:13][O:14][CH3:15])[N:7]=1.[CH2:18]([NH:25][CH2:26][C@@H:27]([OH:31])[CH2:28][O:29][CH3:30])[C:19]1[CH:24]=[CH:23][CH:22]=[CH:21][CH:20]=1.C(O[BH-](OC(=O)C)OC(=O)C)(=O)C.[Na+].C(=O)([O-])O.[Na+]. Product: [CH2:18]([N:25]([CH2:16][C:3]1[C:2]([Cl:1])=[N:7][C:6]([N:8]2[CH2:12][CH2:11][CH2:10][CH:9]2[CH2:13][O:14][CH3:15])=[CH:5][N:4]=1)[CH2:26][C@@H:27]([OH:31])[CH2:28][O:29][CH3:30])[C:19]1[CH:24]=[CH:23][CH:22]=[CH:21][CH:20]=1. The catalyst class is: 477. (4) Reactant: C1N2CCN(CC2)C1.[Li]CCCC.[F:14][C:15]1[CH:16]=[N:17][CH:18]=[CH:19][CH:20]=1.CN([CH:24]=[O:25])C. Product: [F:14][C:15]1[C:16]([CH:24]=[O:25])=[N:17][CH:18]=[CH:19][CH:20]=1. The catalyst class is: 280. (5) Reactant: [CH3:1][CH:2]1[C:7]([CH:9]=[O:10])([CH3:8])[CH2:6][CH2:5][CH:4]=[CH:3]1.[CH3:11][O:12][C:13](=[O:21])[CH:14]([CH2:19][OH:20])[NH:15][CH:16]([CH3:18])[CH3:17].ClC1C=CC=C(Cl)C=1C(O)=O.O. Product: [CH3:1][CH:2]1[C:7]([CH:9]=[O:10])([CH3:8])[CH2:6][CH2:5][CH:4]=[CH:3]1.[O:12]1[CH2:13][CH2:14][NH:15][CH2:16]1.[CH3:11][O:12][C:13](=[O:21])[CH:14]([CH2:19][OH:20])[NH:15][CH:16]([CH3:18])[CH3:17]. The catalyst class is: 11. (6) The catalyst class is: 38. Product: [CH:37]1[C:38]2[CH:26]([CH2:25][O:24][C:23]([N:11]3[CH2:12][CH2:13][N:8]([C:6]([O:5][C:1]([CH3:4])([CH3:2])[CH3:3])=[O:7])[CH2:9][C@H:10]3[C:14]([OH:16])=[O:15])=[O:39])[C:27]3[C:32](=[CH:31][CH:30]=[CH:29][CH:28]=3)[C:33]=2[CH:34]=[CH:35][CH:36]=1. Reactant: [C:1]([O:5][C:6]([N:8]1[CH2:13][CH2:12][NH:11][C@H:10]([C:14]([OH:16])=[O:15])[CH2:9]1)=[O:7])([CH3:4])([CH3:3])[CH3:2].C(=O)([O-])[O-].[K+].[K+].[C:23](Cl)(=[O:39])[O:24][CH2:25][CH:26]1[C:38]2[CH:37]=[CH:36][CH:35]=[CH:34][C:33]=2[C:32]2[C:27]1=[CH:28][CH:29]=[CH:30][CH:31]=2. (7) Reactant: Cl[C:2]1[C:3]2[N:10]([CH2:11][C:12]([CH3:14])=[O:13])[CH:9]=[CH:8][C:4]=2[N:5]=[CH:6][N:7]=1.[S:15]1[C:19]2[CH:20]=[CH:21][CH:22]=[C:23]([O:24][C:25]3[CH:31]=[CH:30][C:28]([NH2:29])=[CH:27][C:26]=3[Cl:32])[C:18]=2[CH:17]=[CH:16]1.C(=O)([O-])O.[Na+]. Product: [S:15]1[C:19]2[CH:20]=[CH:21][CH:22]=[C:23]([O:24][C:25]3[CH:31]=[CH:30][C:28]([NH:29][C:2]4[C:3]5[N:10]([CH2:11][C:12]([CH3:14])=[O:13])[CH:9]=[CH:8][C:4]=5[N:5]=[CH:6][N:7]=4)=[CH:27][C:26]=3[Cl:32])[C:18]=2[CH:17]=[CH:16]1. The catalyst class is: 32.